From a dataset of Forward reaction prediction with 1.9M reactions from USPTO patents (1976-2016). Predict the product of the given reaction. (1) Given the reactants [OH:1][C:2]1[CH:11]=[C:10]([OH:12])[CH:9]=[CH:8][C:3]=1[C:4]([O:6][CH3:7])=[O:5].Br[CH2:14][CH2:15][F:16].C(=O)([O-])[O-].[K+].[K+].[I-].[K+], predict the reaction product. The product is: [F:16][CH2:15][CH2:14][O:12][C:10]1[CH:9]=[CH:8][C:3]([C:4]([O:6][CH3:7])=[O:5])=[C:2]([OH:1])[CH:11]=1. (2) Given the reactants [C:1]([O:5][C:6]([N:8]1[CH2:13][CH:12]2[CH2:14][CH2:15][C:9]1([CH:16](N)C1C=CC=CC=1)[CH2:10][CH2:11]2)=[O:7])([CH3:4])([CH3:3])[CH3:2].C[O:25]C(C1CCC(=O)CC1)=O.C(OC(C12CCC(CC1)C(=O)N2)=O)C.[H-].[Al+3].[Li+].[H-].[H-].[H-].C(OC(OC(OC(C)(C)C)=O)=O)(C)(C)C, predict the reaction product. The product is: [C:1]([O:5][C:6]([N:8]1[CH2:13][CH:12]2[CH2:14][CH2:15][C:9]1([CH2:16][OH:25])[CH2:10][CH2:11]2)=[O:7])([CH3:4])([CH3:3])[CH3:2].